The task is: Predict the reactants needed to synthesize the given product.. This data is from Full USPTO retrosynthesis dataset with 1.9M reactions from patents (1976-2016). Given the product [NH2:8][CH2:7][C:9]1[CH:16]=[CH:15][C:12]([CH2:13][OH:14])=[CH:11][CH:10]=1, predict the reactants needed to synthesize it. The reactants are: [H-].[H-].[H-].[H-].[Li+].[Al+3].[C:7]([C:9]1[CH:16]=[CH:15][C:12]([CH2:13][OH:14])=[CH:11][CH:10]=1)#[N:8].O.[OH-].[Na+].